From a dataset of Catalyst prediction with 721,799 reactions and 888 catalyst types from USPTO. Predict which catalyst facilitates the given reaction. The catalyst class is: 7. Reactant: [CH3:1][O:2][CH2:3][O:4][C:5]1[C:10]2[CH:11]=[C:12]([C:14]([OH:16])=O)[S:13][C:9]=2[CH:8]=[CH:7][CH:6]=1.C1N=CN(C(N2C=NC=C2)=O)C=1.[CH3:29][C:30]([NH:32][NH2:33])=[O:31]. Product: [CH3:1][O:2][CH2:3][O:4][C:5]1[C:10]2[CH:11]=[C:12]([C:14]([NH:33][NH:32][C:30](=[O:31])[CH3:29])=[O:16])[S:13][C:9]=2[CH:8]=[CH:7][CH:6]=1.